This data is from Peptide-MHC class I binding affinity with 185,985 pairs from IEDB/IMGT. The task is: Regression. Given a peptide amino acid sequence and an MHC pseudo amino acid sequence, predict their binding affinity value. This is MHC class I binding data. The peptide sequence is TAYALAVL. The MHC is H-2-Db with pseudo-sequence H-2-Db. The binding affinity (normalized) is 0.0872.